Predict the reaction yield, written as a fraction of the theoretical maximum amount of product (1.0 means a 100% yield; for example, 0.34 means a 34% yield). From a dataset of Reaction yield outcomes from USPTO patents with 853,638 reactions. (1) The reactants are [NH2:1][C:2]1[N:7]2[C:8]3[N:22]=[CH:21][CH:20]=[CH:19][C:9]=3[C:10]([C:11]3[CH:16]=[CH:15][N:14]=[C:13](SC)[N:12]=3)=[C:6]2[CH:5]=[CH:4][N:3]=1.C(Cl)Cl.[O-:26][S:27]([O-:30])(=S)=O.[Na+].[Na+].[C:33]([O-])([O-])=O.[Na+].[Na+]. No catalyst specified. The product is [NH2:1][C:2]1[N:7]2[C:8]3[N:22]=[CH:21][CH:20]=[CH:19][C:9]=3[C:10]([C:11]3[CH:16]=[CH:15][N:14]=[C:13]([S:27]([CH3:33])(=[O:30])=[O:26])[N:12]=3)=[C:6]2[CH:5]=[CH:4][N:3]=1. The yield is 0.910. (2) The reactants are C(OC([N:8]1[CH2:14][CH2:13][CH2:12][N:11]2[N:15]=[C:16]([C:18]([N:20]3[CH:25]4[CH2:26][CH2:27][CH2:28][CH:21]3[CH2:22][CH:23]([C:29]([OH:31])=[O:30])[CH2:24]4)=[O:19])[CH:17]=[C:10]2[CH2:9]1)=O)(C)(C)C.[C:32]([OH:38])([C:34]([F:37])([F:36])[F:35])=[O:33]. The catalyst is ClCCl. The product is [OH:38][C:32]([C:34]([F:37])([F:36])[F:35])=[O:33].[N:15]1[N:11]2[CH2:12][CH2:13][CH2:14][NH:8][CH2:9][C:10]2=[CH:17][C:16]=1[C:18]([N:20]1[CH:21]2[CH2:28][CH2:27][CH2:26][CH:25]1[CH2:24][CH:23]([C:29]([OH:31])=[O:30])[CH2:22]2)=[O:19]. The yield is 1.00. (3) The reactants are [CH3:1][C:2]1[C:10]([CH3:12])([CH3:11])[C:9]2[C:4](=[CH:5][CH:6]=[CH:7][CH:8]=2)[N:3]=1.[N+:13]([O-])([OH:15])=[O:14]. The product is [N+:13]([C:7]1[CH:8]=[C:9]2[C:4](=[CH:5][CH:6]=1)[N:3]=[C:2]([CH3:1])[C:10]2([CH3:12])[CH3:11])([O-:15])=[O:14]. The yield is 0.740. The catalyst is S(=O)(=O)(O)O. (4) The reactants are [F:1][C:2]1[CH:7]=[CH:6][C:5]([C:8]2[N:9]=[C:10]3[N:14]([CH:15]=2)[C:13]([CH3:16])=[C:12]([C:17]([NH2:19])=O)[S:11]3)=[CH:4][CH:3]=1.C(N(CC)CC)C.FC(F)(F)S(OS(C(F)(F)F)(=O)=O)(=O)=O. The catalyst is ClCCl. The product is [F:1][C:2]1[CH:3]=[CH:4][C:5]([C:8]2[N:9]=[C:10]3[N:14]([CH:15]=2)[C:13]([CH3:16])=[C:12]([C:17]#[N:19])[S:11]3)=[CH:6][CH:7]=1. The yield is 0.850. (5) The reactants are [N+:1]([C:4]1[CH:5]=[C:6]([N:18]2[CH2:23][CH2:22][O:21][CH2:20][CH2:19]2)[CH:7]=[C:8]([O:10][CH2:11][C:12]2[CH:17]=[CH:16][CH:15]=[CH:14][CH:13]=2)[CH:9]=1)([O-])=O.C(=O)([O-])[O-].[K+].[K+].C(O)C. The catalyst is CCOC(C)=O.[Pt](=O)=O. The product is [N:18]1([C:6]2[CH:5]=[C:4]([CH:9]=[C:8]([O:10][CH2:11][C:12]3[CH:13]=[CH:14][CH:15]=[CH:16][CH:17]=3)[CH:7]=2)[NH2:1])[CH2:23][CH2:22][O:21][CH2:20][CH2:19]1. The yield is 0.990. (6) The yield is 0.670. The product is [F:1][C:2]1[CH:3]=[C:4]([CH:9]=[CH:10][C:11]=1[CH2:12][C:13]([OH:16])([CH3:14])[CH3:15])[C:5]([OH:7])=[O:6]. The catalyst is C1COCC1. The reactants are [F:1][C:2]1[CH:3]=[C:4]([CH:9]=[CH:10][C:11]=1[CH2:12][C:13]([OH:16])([CH3:15])[CH3:14])[C:5]([O:7]C)=[O:6].O.CO.[Li+].[OH-]. (7) The reactants are [OH:1][C:2]1[CH:3]=[C:4]2[C:8](=[CH:9][CH:10]=1)[C:7](=[O:11])[CH2:6][CH2:5]2.N(C(OC(C)C)=O)=NC(OC(C)C)=O.[F:26][C:27]([F:42])([F:41])[C:28]1[CH:33]=[CH:32][C:31]([N:34]2[CH2:39][CH2:38][CH:37](O)[CH2:36][CH2:35]2)=[CH:30][CH:29]=1.C1(P(C2C=CC=CC=2)C2C=CC=CC=2)C=CC=CC=1. The catalyst is C1(C)C=CC=CC=1. The product is [F:42][C:27]([F:26])([F:41])[C:28]1[CH:29]=[CH:30][C:31]([N:34]2[CH2:39][CH2:38][CH:37]([O:1][C:2]3[CH:3]=[C:4]4[C:8](=[CH:9][CH:10]=3)[C:7](=[O:11])[CH2:6][CH2:5]4)[CH2:36][CH2:35]2)=[CH:32][CH:33]=1. The yield is 0.790.